Dataset: Reaction yield outcomes from USPTO patents with 853,638 reactions. Task: Predict the reaction yield, written as a fraction of the theoretical maximum amount of product (1.0 means a 100% yield; for example, 0.34 means a 34% yield). (1) The reactants are [OH-].[Na+:2].C[O:4][C:5]([CH:7]1[CH2:12][CH2:11][CH:10]([NH:13][C:14]2[N:19]=[C:18]([N:20]3[C:28]4[C:23](=[C:24]([O:29][CH2:30][CH2:31][CH2:32][S:33]([CH3:36])(=[O:35])=[O:34])[CH:25]=[CH:26][CH:27]=4)[CH:22]=[CH:21]3)[CH:17]=[CH:16][N:15]=2)[CH2:9][CH2:8]1)=[O:6]. The catalyst is O.CC(O)C. The product is [CH3:36][S:33]([CH2:32][CH2:31][CH2:30][O:29][C:24]1[CH:25]=[CH:26][CH:27]=[C:28]2[C:23]=1[CH:22]=[CH:21][N:20]2[C:18]1[CH:17]=[CH:16][N:15]=[C:14]([NH:13][CH:10]2[CH2:11][CH2:12][CH:7]([C:5]([O-:6])=[O:4])[CH2:8][CH2:9]2)[N:19]=1)(=[O:35])=[O:34].[Na+:2]. The yield is 0.969. (2) The reactants are [CH3:1][CH2:2][N:3]([C:21]([CH3:23])=[O:22])[C:4]1[CH:5]=[CH:6][CH:7]=[C:8]([C:10]2[N:15]3[N:16]=[CH:17][C:18]([C:19]#[N:20])=[C:14]3[N:13]=[CH:12][CH:11]=2)[CH:9]=1.ClCCl.[BrH:27].CC(O)=O.C(OCC)C. The catalyst is C(OCC)(=O)C. The product is [CH3:1][CH2:2][N:3]([C:21]([CH3:23])=[O:22])[C:4]1[CH:5]=[CH:6][CH:7]=[C:8]([C:10]2[N:15]3[N:16]=[CH:17][C:18]([C:19]#[N:20])=[C:14]3[N:13]=[CH:12][CH:11]=2)[CH:9]=1.[BrH:27]. The yield is 0.920. (3) The reactants are [CH3:1][N:2]1[C:6]([C:7](Cl)=[O:8])=[CH:5][C:4]([CH3:10])=[N:3]1.[NH2:11][C:12]1[CH:13]=[C:14]([CH:26]=[CH:27][CH:28]=1)[CH2:15][C:16]1[CH:24]=[C:23]2[C:19]([CH2:20][C:21](=[O:25])[NH:22]2)=[CH:18][CH:17]=1. The catalyst is C1COCC1. The product is [O:25]=[C:21]1[CH2:20][C:19]2[C:23](=[CH:24][C:16]([CH2:15][C:14]3[CH:13]=[C:12]([NH:11][C:7]([C:6]4[N:2]([CH3:1])[N:3]=[C:4]([CH3:10])[CH:5]=4)=[O:8])[CH:28]=[CH:27][CH:26]=3)=[CH:17][CH:18]=2)[NH:22]1. The yield is 0.380. (4) The reactants are [F:1][C:2]([F:7])([F:6])[C:3]([OH:5])=[O:4].[CH2:8]([S:10]([N:13]1[CH2:18][CH2:17][CH:16]([C:19]2[C:27]3[C:22](=[C:23]([C:43]([NH2:45])=[O:44])[CH:24]=[C:25]([C:28]4[CH:33]=[C:32]([CH2:34][NH:35][CH2:36][C@@H:37]5[CH2:41]CCO5)[CH:31]=[C:30]([F:42])[CH:29]=4)[CH:26]=3)[NH:21][CH:20]=2)[CH2:15][CH2:14]1)(=[O:12])=[O:11])[CH3:9].O1CC[CH2:48][C@H:47]1CN. No catalyst specified. The product is [F:1][C:2]([F:7])([F:6])[C:3]([OH:5])=[O:4].[CH2:8]([S:10]([N:13]1[CH2:14][CH2:15][CH:16]([C:19]2[C:27]3[C:22](=[C:23]([C:43]([NH2:45])=[O:44])[CH:24]=[C:25]([C:28]4[CH:33]=[C:32]([CH2:34][NH:35][CH2:36][CH:37]([CH3:41])[CH2:47][CH3:48])[CH:31]=[C:30]([F:42])[CH:29]=4)[CH:26]=3)[NH:21][CH:20]=2)[CH2:17][CH2:18]1)(=[O:12])=[O:11])[CH3:9]. The yield is 0.545. (5) The reactants are Cl[C:2]1[C:3](=[O:16])[N:4]([CH2:14][CH3:15])[C:5](=[O:13])[C:6]=1[C:7]1[CH:12]=[CH:11][CH:10]=[CH:9][CH:8]=1.[CH3:17][O:18][C:19]1[CH:25]=[CH:24][C:22]([NH2:23])=[CH:21][CH:20]=1.C(N(CC)CC)C. The catalyst is C(#N)C. The product is [CH2:14]([N:4]1[C:5](=[O:13])[C:6]([C:7]2[CH:12]=[CH:11][CH:10]=[CH:9][CH:8]=2)=[C:2]([NH:23][C:22]2[CH:24]=[CH:25][C:19]([O:18][CH3:17])=[CH:20][CH:21]=2)[C:3]1=[O:16])[CH3:15]. The yield is 0.720. (6) The reactants are [C:1](Cl)(=[O:4])[CH2:2][CH3:3].[OH:6][C:7]1[CH:12]=[CH:11][C:10]([P:13]([O:24][CH2:25][CH3:26])([CH2:15][P:16]([O:21][CH2:22][CH3:23])([O:18][CH2:19][CH3:20])=[O:17])=[O:14])=[CH:9][C:8]=1[C:27]([CH3:40])([CH3:39])[CH2:28][C:29]([O:31][CH2:32][C:33]1[CH:38]=[CH:37][CH:36]=[CH:35][CH:34]=1)=[O:30].C(OCC)(=O)C. The catalyst is CN(C1C=CN=CC=1)C.N1C=CC=CC=1. The product is [C:1]([O:6][C:7]1[CH:12]=[CH:11][C:10]([P:13]([O:24][CH2:25][CH3:26])([CH2:15][P:16]([O:21][CH2:22][CH3:23])([O:18][CH2:19][CH3:20])=[O:17])=[O:14])=[CH:9][C:8]=1[C:27]([CH3:40])([CH3:39])[CH2:28][C:29]([O:31][CH2:32][C:33]1[CH:38]=[CH:37][CH:36]=[CH:35][CH:34]=1)=[O:30])(=[O:4])[CH2:2][CH3:3]. The yield is 0.660. (7) The reactants are [C:1]([O:5][C:6](=[O:15])[NH:7][C@@H:8]([CH2:13][OH:14])[C:9]([CH3:12])([CH3:11])[CH3:10])([CH3:4])([CH3:3])[CH3:2].C(N(CC)CC)C.[CH3:23][S:24](Cl)(=[O:26])=[O:25].ClCCl. The catalyst is O1CCCC1.O. The product is [C:1]([O:5][C:6]([NH:7][C@H:8]([C:9]([CH3:12])([CH3:11])[CH3:10])[CH2:13][O:14][S:24]([CH3:23])(=[O:26])=[O:25])=[O:15])([CH3:4])([CH3:2])[CH3:3]. The yield is 0.830. (8) The reactants are [OH:1][CH:2]1[CH2:5][N:4]([C:6]([O:8][C:9]([CH3:12])([CH3:11])[CH3:10])=[O:7])[CH2:3]1.C(N(C(C)C)C(C)C)C.[CH3:22][S:23](Cl)(=[O:25])=[O:24]. The catalyst is ClCCl. The product is [CH3:22][S:23]([O:1][CH:2]1[CH2:3][N:4]([C:6]([O:8][C:9]([CH3:12])([CH3:11])[CH3:10])=[O:7])[CH2:5]1)(=[O:25])=[O:24]. The yield is 0.860. (9) The reactants are [CH3:1][N:2]1[C@@H:18]2[CH2:19][C:7]3[CH:8]=[CH:9][C:10]([O:22][CH3:23])=[C:11]4[O:12][C@H:13]5[C:14]([O:20][CH3:21])=[CH:15][CH:16]=[C:17]2[C@:5]5([C:6]=34)[CH2:4][CH2:3]1.C(CN)O.O. The catalyst is COCC(O)CC. The product is [CH3:1][N:2]1[C@@H:18]2[CH2:19][C:7]3[CH:8]=[CH:9][C:10]([O:22][CH3:23])=[C:11]4[O:12][C@H:13]5[C:14]([O:20][CH3:21])=[CH:15][CH2:16][C@@H:17]2[C@:5]5([C:6]=34)[CH2:4][CH2:3]1. The yield is 0.960.